This data is from Catalyst prediction with 721,799 reactions and 888 catalyst types from USPTO. The task is: Predict which catalyst facilitates the given reaction. (1) The catalyst class is: 121. Product: [CH2:1]([N:8]1[C:12]2[CH:13]=[CH:14][C:15]3[N:16]([C:17]([CH3:20])=[N:18][N:19]=3)[C:11]=2[CH:10]=[C:9]1[C:21]([N:58]1[CH2:61][CH:60]([C:62]#[N:63])[CH2:59]1)=[O:23])[C:2]1[CH:7]=[CH:6][CH:5]=[CH:4][CH:3]=1. Reactant: [CH2:1]([N:8]1[C:12]2[CH:13]=[CH:14][C:15]3[N:16]([C:17]([CH3:20])=[N:18][N:19]=3)[C:11]=2[CH:10]=[C:9]1[C:21]([OH:23])=O)[C:2]1[CH:7]=[CH:6][CH:5]=[CH:4][CH:3]=1.C(N(CC)C(C)C)(C)C.F[P-](F)(F)(F)(F)F.C[N+](C)=C(N(C)C)ON1C2N=CC=CC=2N=N1.Cl.[NH:58]1[CH2:61][CH:60]([C:62]#[N:63])[CH2:59]1. (2) Reactant: [CH2:1]([NH2:4])[CH2:2][NH2:3].N1C=CC=CC=1.C1COCC1.[Cl:16][C:17]1[CH:22]=[CH:21][CH:20]=[CH:19][C:18]=1[N:23]1[C:27](=[O:28])[NH:26][N:25]=[C:24]1[C:29]1[S:45][C:32]2[C:33]3[CH:41]=[CH:40][C:39]([C:42](Cl)=[O:43])=[CH:38][C:34]=3[O:35][CH2:36][CH2:37][C:31]=2[CH:30]=1. Product: [NH2:3][CH2:2][CH2:1][NH:4][C:42]([C:39]1[CH:40]=[CH:41][C:33]2[C:32]3[S:45][C:29]([C:24]4[N:23]([C:18]5[CH:19]=[CH:20][CH:21]=[CH:22][C:17]=5[Cl:16])[C:27](=[O:28])[NH:26][N:25]=4)=[CH:30][C:31]=3[CH2:37][CH2:36][O:35][C:34]=2[CH:38]=1)=[O:43]. The catalyst class is: 6. (3) The catalyst class is: 42. Product: [NH2:12][S:9]([C:4]1[C:3]([OH:13])=[C:2]([NH:1][C:17]([NH:16][CH2:14][CH3:15])=[O:18])[CH:7]=[CH:6][C:5]=1[Cl:8])(=[O:11])=[O:10]. Reactant: [NH2:1][C:2]1[C:3]([OH:13])=[C:4]([S:9]([NH2:12])(=[O:11])=[O:10])[C:5]([Cl:8])=[CH:6][CH:7]=1.[CH2:14]([N:16]=[C:17]=[O:18])[CH3:15]. (4) Reactant: C(OC([N:8]1[CH2:13][CH2:12][CH:11]([C:14](=[O:25])[NH:15][C:16]2[CH:21]=[CH:20][C:19]([CH:22]([CH3:24])[CH3:23])=[CH:18][CH:17]=2)[CH2:10][CH2:9]1)=O)(C)(C)C.FC(F)(F)C(O)=O. Product: [CH:22]([C:19]1[CH:18]=[CH:17][C:16]([NH:15][C:14]([CH:11]2[CH2:12][CH2:13][NH:8][CH2:9][CH2:10]2)=[O:25])=[CH:21][CH:20]=1)([CH3:24])[CH3:23]. The catalyst class is: 2. (5) Reactant: [F:1][C:2]([F:9])([F:8])[C:3]1[CH:7]=[CH:6][NH:5][N:4]=1.[H-].[Na+].[CH2:12]([O:19][C:20](=[O:26])[CH:21](Br)[C:22](=[O:24])[CH3:23])[C:13]1[CH:18]=[CH:17][CH:16]=[CH:15][CH:14]=1. Product: [CH2:12]([O:19][C:20](=[O:26])[CH:21]([N:5]1[CH:6]=[CH:7][C:3]([C:2]([F:9])([F:8])[F:1])=[N:4]1)[C:22](=[O:24])[CH3:23])[C:13]1[CH:18]=[CH:17][CH:16]=[CH:15][CH:14]=1. The catalyst class is: 20. (6) Product: [F:1][C:2]1[CH:3]=[C:4]([C:10]2([F:30])[CH2:15][CH2:14][N:13]([C:16]([O:18][C:19]([CH3:22])([CH3:21])[CH3:20])=[O:17])[CH2:12][CH2:11]2)[CH:5]=[C:6]([F:9])[C:7]=1[OH:8]. The catalyst class is: 4. Reactant: [F:1][C:2]1[CH:3]=[C:4]([C:10]2(O)[CH2:15][CH2:14][N:13]([C:16]([O:18][C:19]([CH3:22])([CH3:21])[CH3:20])=[O:17])[CH2:12][CH2:11]2)[CH:5]=[C:6]([F:9])[C:7]=1[OH:8].CCN(S(F)(F)[F:30])CC.[NH4+].[Cl-]. (7) Reactant: Cl.[Br:2][C:3]1[CH:8]=[CH:7][C:6]([CH:9]2[CH2:14][CH2:13][NH:12][CH2:11][CH2:10]2)=[CH:5][CH:4]=1.C([O-])([O-])=O.[K+].[K+].[CH3:21][C:22]([O:25][C:26](O[C:26]([O:25][C:22]([CH3:24])([CH3:23])[CH3:21])=[O:27])=[O:27])([CH3:24])[CH3:23]. Product: [C:26]([N:12]1[CH2:11][CH2:10][CH:9]([C:6]2[CH:7]=[CH:8][C:3]([Br:2])=[CH:4][CH:5]=2)[CH2:14][CH2:13]1)([O:25][C:22]([CH3:24])([CH3:23])[CH3:21])=[O:27]. The catalyst class is: 34.